From a dataset of Experimentally validated miRNA-target interactions with 360,000+ pairs, plus equal number of negative samples. Binary Classification. Given a miRNA mature sequence and a target amino acid sequence, predict their likelihood of interaction. (1) The miRNA is hsa-miR-539-5p with sequence GGAGAAAUUAUCCUUGGUGUGU. The protein sequence of the target gene is MMGHRPVLVLSQNTKRESGRKVQSGNINAAKTIADIIRTCLGPKSMMKMLLDPMGGIVMTNDGNAILREIQVQHPAAKSMIEISRTQDEEVGDGTTSVIILAGEMLSVAEHFLEQQMHPTVVISAYRMALDDMISTLKKISTPVDVNNREMMLSIINSSITTKVISRWSSLACNIALDAVKTVQFEENGRKEIDIKKYARVEKIPGGIIEDSCVLRGVMINKDVTHPRMRRYIKNPRIVLLDSSLEYKKGESQTDIEITREEDFTRILQMEEEYIHQLCEDIIQLKPDVVITEKGISDLA.... Result: 0 (no interaction). (2) The miRNA is mmu-miR-28c with sequence AGGAGCUCACAGUCUAUUGA. The protein sequence of the target gene is MRTLAILAAILLVALQAQAEPLQARADEVAAAPEQIAADIPEVVVSLAWDESLAPKHPGSRKNMDCYCRIPACIAGERRYGTCIYQGRLWAFCC. Result: 0 (no interaction). (3) The miRNA is hsa-miR-3940-3p with sequence CAGCCCGGAUCCCAGCCCACUU. The protein sequence of the target gene is MDNFFTEGTRVWLRENGQHFPSTVNSCAEGIVVFRTDYGQVFTYKQSTITHQKVTAMHPTNEEGVDDMASLTELHGGSIMYNLFQRYKRNQIYTYIGSILASVNPYQPIAGLYEPATMEQYSRRHLGELPPHIFAIANECYRCLWKRHDNQCILISGESGAGKTESTKLILKFLSVISQQSLELSLKEKTSCVERAILESSPIMEAFGNAKTVYNNNSSRFGKFVQLNICQKGNIQGGRIVDYLLEKNRVVRQNPGERNYHIFYALLAGLEHEEREEFYLSTPENYHYLNQSGCVEDKTI.... Result: 0 (no interaction). (4) The miRNA is hsa-miR-3186-3p with sequence UCACGCGGAGAGAUGGCUUUG. The protein sequence of the target gene is MKQQQWCGMTAKMGTVLSGVFTIMAVDMYLIFEQKHLGNGSCTEITPKYRGASNIINNFIICWSFKIVLFLSFITILISCFLLYSVYAQIFRGLVIYIVWIFFYETANVVIQILTNNDFDIKEVRIMRWFGLVSRTVMHCFWMFFVINYAHITYKNRSQGNIISYKRRISTAEILHSRNKRLSISSGFSGSHLESQYFERQSFHTSIFTCLSPVPSSAPSTCRYTIDVC. Result: 0 (no interaction). (5) The miRNA is hsa-miR-6775-3p with sequence AGGCCCUGUCCUCUGCCCCAG. The protein sequence of the target gene is MSGESSRSLGKGSAPPGPVPEGQIRVYSMRFCPFAQRTLMVLKAKGIRHEVININLKNKPEWFFEKNPLGLVPVLENSQGHLVTESVITCEYLDEAYPEKKLFPDDPYKKARQKMTLESFSKVPPLIASFVRSKRKEDSPNLREALENEFKKLEEGMDNYKSFLGGDSPSMVDYLTWPWFQRLEALELKECLAHTPKLKLWMAAMQQDPVASSHKIDAKTYREYLNLYLQDSPEACDYGL. Result: 0 (no interaction). (6) The miRNA is hsa-miR-200b-5p with sequence CAUCUUACUGGGCAGCAUUGGA. The protein sequence of the target gene is MAVTVEEAPWLGWIVAKALMRFAFMVANNLVAIPSYICYVIILQPLRVLDSKRFWYIEGLMYKWLLGMVASWGWYAGYTVMEWGEDIKAIAKDEAVMLVNHQATGDVCTLMMCLQDKGPVVAQMMWLMDHIFKYTNFGIVSLIHGDFFIRQGRAYRDQQLLVLKKHLEHNYRSRDRKWIVLFPEGGFLRKRRETSQAFAKKNNLPFLTHVTLPRFGATNIILKALVARQENGSPAGGDARGLECKSRGLQWIIDTTIAYPKAEPIDIQTWILGYRKPTVTHVHYRIFPIGDVPLETEDLT.... Result: 0 (no interaction). (7) The miRNA is mmu-miR-182-3p with sequence GUGGUUCUAGACUUGCCAACU. Result: 0 (no interaction). The protein sequence of the target gene is MKKFKRRLSLTLRGSQTIDESLSELAEQMTIEESSSKDNEPIVKNGRPPTSHSVHSFLHQYTGSFKKPPLRRPHSVIGGSLGSFMAMPRNGSRLDIVHENLKMGSDGESDQASGTSSDEVQSPTGVCLRNRIHRRISMEDLNKRLSLPADIRIPDGYLEKLQISSPPFDQPMSRRSRRASLSEIGFGKMETYIKLEKLGEGTYATVYKGRSKLTENLVALKEIRLEHEEGAPCTAIREVSLLKDLKHANIVTLHDIVHTDKSLTLVFEYLDKDLKQYMDDCGNIMSMHNVKLFLYQILRG.... (8) Result: 0 (no interaction). The miRNA is hsa-miR-6858-3p with sequence CAGCCAGCCCCUGCUCACCCCU. The protein sequence of the target gene is MKLGKVEFCHFLQLIALFLCFSGMSQAELSRSRSKPYFQSGRSRTKRSWVWNQFFVLEEYMGSDPLYVGKLHSDVDKGDGSIKYILSGEGASSIFIIDENTGDIHATKRLDREEQAYYTLRAQALDRLTNKPVEPESEFVIKIQDINDNEPKFLDGPYTAGVPEMSPVGTSVVQVTATDADDPTYGNSARVVYSILQGQPYFSVEPKTGVIKTALPNMDREAKDQYLLVIQAKDMVGQNGGLSGTTSVTVTLTDVNDNPPRFPRRSYQYNVPESLPVASVVARIKAADADIGANAEMEYK....